Dataset: Experimentally validated miRNA-target interactions with 360,000+ pairs, plus equal number of negative samples. Task: Binary Classification. Given a miRNA mature sequence and a target amino acid sequence, predict their likelihood of interaction. (1) The miRNA is hsa-miR-5681b with sequence AGGUAUUGCCACCCUUUCUAGU. The protein sequence of the target gene is MMAEQVKCASAGVSSGAGSGPVVNAELEVKKLQELVRKLEKQNEQLRSRAASAAAAPHLLLLPPPPPAAPPPAGLQPLGPRSPPAATATAAASGGLGPAFPGTFCLPSPAPSLLCSLAQPPEAPFVYFKPAAGFFGAGGGGPEPGGAGTPPGAAAAPPSPPPTLLDEVELLDLESVAAWRDEDDYTWLYIGSSKTFTSSEKSLTPLQWCRHVLDNPTPEMEAARRSLCFRLEQGYTSRGSPLSPQSSIDSELSTSELEDDSISMGYKLQDLTDVQIMARLQEESLRQDYASTSASVSRHS.... Result: 0 (no interaction). (2) The miRNA is ssc-miR-126-5p with sequence CAUUAUUACUUUUGGUACGCG. The protein sequence of the target gene is MLLLLLSIIVLHVAVLVLLFVSTIVSQWIVGNGHATDLWQNCSTSSSGNVHHCFSSSPNEWLQSVQATMILSIIFSILSLFLFFCQLFTLTKGGRFYITGIFQILAGLCVMSAAAIYTVRHPEWHLNSDYSYGFAYILAWVAFPLALLSGVIYVILRKRE. Result: 0 (no interaction). (3) The miRNA is hsa-miR-6129 with sequence UGAGGGAGUUGGGUGUAUA. The protein sequence of the target gene is MSAPSEEEEYARLVMEAQPEWLRAEVKRLSHELAETTREKIQAAEYGLAVLEEKHQLKLQFEELEVDYEAIRSEMEQLKEAFGQAHTNHKKVAADGESREESLIQESASKEQYYVRKVLELQTELKQLRNVLTNTQSENERLTSVAQELKEINQNVEIQRGRLRDDIKEYKFREARLLQDYSELEEENISLQKQVSVLRQNQVEFEGLKHEIKRLEEETEYLNSQLEDAIRLKEISERQLEEALETLKTEREQKNNLRKELSHYMSINDSFYTSHLQVSLDGLKFSDDTVTAEPNNDAEA.... Result: 0 (no interaction). (4) The miRNA is hsa-miR-5580-5p with sequence UGCUGGCUCAUUUCAUAUGUGU. The protein sequence of the target gene is MGANEDQEMELEALRSIYEGDNSFRELSPVSFQYRIGEDGDPKAFLIEVSWTETYPQTAPVISMNAFFNNTISSAVKQSILAKLQEAVEVNLGTAMTYTLFEYAKDHKEQFMENHHPGNSATPVANIISVETPTTAPSSKKKEKKEQLSKAQKRKLADKTDHKGELPRGWNWVDVVKHLSKTGSKDDE. Result: 0 (no interaction). (5) The miRNA is mmu-miR-3092-3p with sequence GAAUGGGGCUGUUUCCCCUCC. Result: 0 (no interaction). The protein sequence of the target gene is MAGRPLRIGDQLVLEEDYDETYIPSEQEILEFAREIGIDPIKEPELMWLAREGIVAPLPGEWKPCQDITGDIYYFNFANGQSMWDHPCDEHYRSLVIQERAKLSTSGAIKKKKKKKEKKDKKDRDPPKSSLALGSSLAPVHVPLGGLAPLRGLVDTPPSALRGSQSVSLGSSVESGRQLGELMLPSQGLKTSAYTKGLLGSIYEDKTALSLLGLGEETNEEDEEESDNQSVHSSSEPLRNLHLDIGALGGDFEYEESLRTSQPEEKKDVSLDSDAAGPPTPCKPSSPGADSSLSSAVGKG.... (6) The protein sequence of the target gene is MSSCNFTHATFVLIGIPGLEKAHFWVGFPLLSMYVVAMFGNCIVVFIVRTERSLHAPMYLFLCMLAAIDLALSTSTMPKILALFWFDSREISFEACLTQMFFIHALSAIESTILLAMAFDRYVAICHPLRHAAVLNNTVTAQIGIVAVVRGSLFFFPLPLLIKRLAFCHSNVLSHSYCVHQDVMKLAYADTLPNVVYGLTAILLVMGVDVMFISLSYFLIIRTVLQLPSKSERAKAFGTCVSHIGVVLAFYVPLIGLSVVHRFGNSLHPIVRVVMGDIYLLLPPVINPIIYGAKTKQIRT.... The miRNA is hsa-miR-206 with sequence UGGAAUGUAAGGAAGUGUGUGG. Result: 0 (no interaction). (7) Result: 0 (no interaction). The miRNA is hsa-miR-6816-5p with sequence UGGGGCGGGGCAGGUCCCUGC. The protein sequence of the target gene is MGLLAYLKTQFVVHLLIGFVFVVSGLIINFTQLCTLALWPISKHLYRRINCRLAYSLWSQLVMLLEWWSCTECTLFTDQATVDHFGKEHVVVILNHNFEIDFLCGWTMCERFGVLGSSKVLAKRELLCVPLIGWTWYFLEIVFCKRKWEEDRDTVIEGLRRLADYPEYMWFLLYCEGTRFTETKHRISMEVAASKGLPPLKYHLLPRTKGFTTAVQCLRGTVAAIYDVTLNFRGNKNPSLLGILYGKKYEADMCVRRFPLEDIPADETSAAQWLHKLYQEKDALQEMYKQKGVFPGEQFK....